From a dataset of NCI-60 drug combinations with 297,098 pairs across 59 cell lines. Regression. Given two drug SMILES strings and cell line genomic features, predict the synergy score measuring deviation from expected non-interaction effect. Drug 1: CC(CN1CC(=O)NC(=O)C1)N2CC(=O)NC(=O)C2. Drug 2: C1=C(C(=O)NC(=O)N1)F. Synergy scores: CSS=30.4, Synergy_ZIP=7.24, Synergy_Bliss=7.38, Synergy_Loewe=1.75, Synergy_HSA=8.54. Cell line: SNB-75.